This data is from Catalyst prediction with 721,799 reactions and 888 catalyst types from USPTO. The task is: Predict which catalyst facilitates the given reaction. (1) The catalyst class is: 5. Reactant: C[O:2][C:3](=O)[C:4]([N:6]([C:10]1[CH:15]=[C:14]([Cl:16])[C:13]([F:17])=[CH:12][C:11]=1[N+:18]([O-:20])=O)[CH:7]1[CH2:9][CH2:8]1)=[O:5].C(OCC)(=O)C. Product: [Cl:16][C:14]1[CH:15]=[C:10]2[C:11](=[CH:12][C:13]=1[F:17])[N:18]([OH:20])[C:3](=[O:2])[C:4](=[O:5])[N:6]2[CH:7]1[CH2:9][CH2:8]1. (2) Reactant: [F:1][C:2]1[CH:3]=[C:4]([C:8]2[CH:16]=[CH:15][CH:14]=[C:13]3[C:9]=2[CH2:10][C:11](=[O:17])[NH:12]3)[CH:5]=[CH:6][CH:7]=1.[N:18]1([CH2:23][CH2:24][NH:25][C:26]([C:28]2[C:32]([CH3:33])=[C:31]([CH:34]=O)[NH:30][C:29]=2[CH3:36])=[O:27])[CH2:22][CH2:21][CH2:20][CH2:19]1. Product: [N:18]1([CH2:23][CH2:24][NH:25][C:26]([C:28]2[C:32]([CH3:33])=[C:31]([CH:34]=[C:10]3[C:9]4[C:13](=[CH:14][CH:15]=[CH:16][C:8]=4[C:4]4[CH:5]=[CH:6][CH:7]=[C:2]([F:1])[CH:3]=4)[NH:12][C:11]3=[O:17])[NH:30][C:29]=2[CH3:36])=[O:27])[CH2:22][CH2:21][CH2:20][CH2:19]1. The catalyst class is: 360. (3) Reactant: [Br:1][C:2]1[CH:3]=[CH:4][C:5]([N:8]2[C:12]([C:13]3[O:17][C:16](=[O:18])[NH:15][N:14]=3)=[CH:11][C:10]([C:19]([F:22])([F:21])[F:20])=[N:9]2)=[N:6][CH:7]=1.[CH3:23]CN(C(C)C)C(C)C.ClC(Cl)(OC(=O)OC(Cl)(Cl)Cl)Cl. Product: [Br:1][C:2]1[CH:3]=[CH:4][C:5]([N:8]2[C:12]([C:13]3[O:17][C:16](=[O:18])[N:15]([CH3:23])[N:14]=3)=[CH:11][C:10]([C:19]([F:20])([F:21])[F:22])=[N:9]2)=[N:6][CH:7]=1. The catalyst class is: 2. (4) Reactant: [CH3:1][O:2][C:3]1[CH:4]=[C:5](B(O)O)[CH:6]=[CH:7][CH:8]=1.[OH-].[Na+].[ClH:14].[N:15]12[CH2:22][CH2:21][CH:18]([CH2:19][CH2:20]1)[C@@H:17]([NH:23][C:24]([C:26]1[O:27][C:28]3[CH:34]=[CH:33][C:32](Br)=[CH:31][C:29]=3[CH:30]=1)=[O:25])[CH2:16]2. Product: [ClH:14].[N:15]12[CH2:22][CH2:21][CH:18]([CH2:19][CH2:20]1)[C@@H:17]([NH:23][C:24]([C:26]1[O:27][C:28]3[CH:34]=[CH:33][C:32]([C:7]4[CH:6]=[CH:5][CH:4]=[C:3]([O:2][CH3:1])[CH:8]=4)=[CH:31][C:29]=3[CH:30]=1)=[O:25])[CH2:16]2. The catalyst class is: 151.